This data is from Full USPTO retrosynthesis dataset with 1.9M reactions from patents (1976-2016). The task is: Predict the reactants needed to synthesize the given product. (1) Given the product [OH:33][C:29]1[CH:28]=[C:27]([C@:23]2([CH3:26])[CH2:24][CH2:25][N:20]([CH2:19][C@@H:15]([NH:14][CH2:12][C@H:7]3[CH2:6][C:5]4[C:10](=[CH:11][C:2]([OH:1])=[CH:3][CH:4]=4)[CH2:9][NH:8]3)[CH:16]([CH3:18])[CH3:17])[CH2:21][C@@H:22]2[CH3:34])[CH:32]=[CH:31][CH:30]=1, predict the reactants needed to synthesize it. The reactants are: [OH:1][C:2]1[CH:11]=[C:10]2[C:5]([CH2:6][C@H:7]([C:12]([NH:14][C@H:15]([CH2:19][N:20]3[CH2:25][CH2:24][C@:23]([C:27]4[CH:32]=[CH:31][CH:30]=[C:29]([OH:33])[CH:28]=4)([CH3:26])[C@@H:22]([CH3:34])[CH2:21]3)[CH:16]([CH3:18])[CH3:17])=O)[NH:8][CH2:9]2)=[CH:4][CH:3]=1.CO.Cl.CCOCC. (2) Given the product [ClH:36].[F:37][CH:25]([F:24])[O:26][C:27]1[CH:28]=[CH:29][C:30]([S:33]([N:6]2[CH2:5][CH2:4][NH:3][C@@H:2]([CH3:1])[CH2:7]2)(=[O:35])=[O:34])=[CH:31][CH:32]=1, predict the reactants needed to synthesize it. The reactants are: [CH3:1][C@H:2]1[CH2:7][NH:6][CH2:5][CH2:4][N:3]1C(OC(C)(C)C)=O.C(N(CC)C(C)C)(C)C.[F:24][CH:25]([F:37])[O:26][C:27]1[CH:32]=[CH:31][C:30]([S:33]([Cl:36])(=[O:35])=[O:34])=[CH:29][CH:28]=1.Cl. (3) Given the product [Cl:23][C:17]1[CH:18]=[C:19]([Cl:22])[CH:20]=[CH:21][C:16]=1[C:14]1[N:13]=[C:12](/[CH:24]=[CH:25]/[C:26]2[CH:31]=[CH:30][C:29]([C:32]3[CH:33]=[N:34][C:35]([OH:38])=[CH:36][CH:37]=3)=[CH:28][CH:27]=2)[N:11]([CH2:10][C:7]2[CH:6]=[CH:5][C:4]([C:3]([OH:40])=[O:2])=[CH:9][CH:8]=2)[CH:15]=1, predict the reactants needed to synthesize it. The reactants are: C[O:2][C:3](=[O:40])[C:4]1[CH:9]=[CH:8][C:7]([CH2:10][N:11]2[CH:15]=[C:14]([C:16]3[CH:21]=[CH:20][C:19]([Cl:22])=[CH:18][C:17]=3[Cl:23])[N:13]=[C:12]2/[CH:24]=[CH:25]/[C:26]2[CH:31]=[CH:30][C:29]([C:32]3[CH:33]=[N:34][C:35]([O:38]C)=[CH:36][CH:37]=3)=[CH:28][CH:27]=2)=[CH:6][CH:5]=1.B(Br)(Br)Br. (4) Given the product [Cl:1][C:2]1[CH:7]=[CH:6][C:5]([C:8]2[NH:9][C:10](=[O:18])[N:11]([CH2:13][C:14]([OH:16])=[O:15])[CH:12]=2)=[CH:4][CH:3]=1, predict the reactants needed to synthesize it. The reactants are: [Cl:1][C:2]1[CH:7]=[CH:6][C:5]([C:8]2[NH:9][C:10](=[O:18])[N:11]([CH2:13][C:14]([O:16]C)=[O:15])[CH:12]=2)=[CH:4][CH:3]=1.[OH-].[Li+]. (5) Given the product [CH3:31][O:30][C:27]1[CH:28]=[CH:29][C:24]([C:22]([C:19]2[CH:20]=[CH:21][C:16]([O:15][CH2:2][C:3]3[N:4]=[C:5]([C:9]4[CH:14]=[CH:13][CH:12]=[CH:11][CH:10]=4)[O:6][C:7]=3[CH3:8])=[CH:17][CH:18]=2)=[O:23])=[C:25]([O:32][CH2:33][O:34][CH3:35])[CH:26]=1, predict the reactants needed to synthesize it. The reactants are: Cl[CH2:2][C:3]1[N:4]=[C:5]([C:9]2[CH:14]=[CH:13][CH:12]=[CH:11][CH:10]=2)[O:6][C:7]=1[CH3:8].[OH:15][C:16]1[CH:21]=[CH:20][C:19]([C:22]([C:24]2[CH:29]=[CH:28][C:27]([O:30][CH3:31])=[CH:26][C:25]=2[O:32][CH2:33][O:34][CH3:35])=[O:23])=[CH:18][CH:17]=1.C(=O)([O-])[O-].[K+].[K+].CN(C)C=O. (6) Given the product [CH2:11]([O:10]/[CH:8]=[CH:9]/[C:20]1[C:19]([CH3:23])=[CH:18][N:17]=[C:16]([Cl:15])[N:21]=1)[CH2:12][CH2:13][CH3:14], predict the reactants needed to synthesize it. The reactants are: C(N(CC)CC)C.[CH:8]([O:10][CH2:11][CH2:12][CH2:13][CH3:14])=[CH2:9].[Cl:15][C:16]1[N:21]=[C:20](Cl)[C:19]([CH3:23])=[CH:18][N:17]=1. (7) Given the product [CH2:1]([N:8]1[C:12]([C:13]2[CH:14]=[CH:15][CH:16]=[CH:17][CH:18]=2)=[CH:11][C:10]([CH2:19][OH:20])=[C:9]1[Cl:23])[C:2]1[CH:3]=[CH:4][CH:5]=[CH:6][CH:7]=1, predict the reactants needed to synthesize it. The reactants are: [CH2:1]([N:8]1[C:12]([C:13]2[CH:18]=[CH:17][CH:16]=[CH:15][CH:14]=2)=[CH:11][C:10]([C:19](OC)=[O:20])=[C:9]1[Cl:23])[C:2]1[CH:7]=[CH:6][CH:5]=[CH:4][CH:3]=1.[H-].C([Al+]CC(C)C)C(C)C. (8) Given the product [F:42][C:39]1([F:43])[CH2:40][CH2:41][CH:36]([C:22]2[C:21]3[CH:20]([O:44][CH2:45][C:46]4[CH:47]=[CH:48][C:49]([O:52][CH3:53])=[CH:50][CH:51]=4)[CH2:19][C:18]([CH3:54])([CH3:55])[CH2:17][C:16]=3[N:15]=[C:14]([CH:11]3[CH2:10][CH2:9][N:8]([C:5]4[N:4]=[CH:3][C:2]([N:56]5[CH2:61][CH2:60][O:59][CH2:58][CH2:57]5)=[CH:7][N:6]=4)[CH2:13][CH2:12]3)[C:23]=2[CH:24]([F:35])[C:25]2[CH:26]=[CH:27][C:28]([C:31]([F:33])([F:32])[F:34])=[CH:29][CH:30]=2)[CH2:37][CH2:38]1, predict the reactants needed to synthesize it. The reactants are: Br[C:2]1[CH:3]=[N:4][C:5]([N:8]2[CH2:13][CH2:12][CH:11]([C:14]3[C:23]([CH:24]([F:35])[C:25]4[CH:30]=[CH:29][C:28]([C:31]([F:34])([F:33])[F:32])=[CH:27][CH:26]=4)=[C:22]([CH:36]4[CH2:41][CH2:40][C:39]([F:43])([F:42])[CH2:38][CH2:37]4)[C:21]4[CH:20]([O:44][CH2:45][C:46]5[CH:51]=[CH:50][C:49]([O:52][CH3:53])=[CH:48][CH:47]=5)[CH2:19][C:18]([CH3:55])([CH3:54])[CH2:17][C:16]=4[N:15]=3)[CH2:10][CH2:9]2)=[N:6][CH:7]=1.[NH:56]1[CH2:61][CH2:60][O:59][CH2:58][CH2:57]1.C(O[Na])(C)(C)C.C1(P(C2CCCCC2)C2C=CC=CC=2C2C(C(C)C)=CC(C(C)C)=CC=2C(C)C)CCCCC1. (9) Given the product [F:1][C:2]([F:7])([F:6])[C:3]([OH:5])=[O:4].[Cl:24][C:25]1[CH:45]=[CH:44][C:28]([CH2:29][C:30]2([OH:43])[CH2:31][CH2:32][NH:33][CH2:34][CH2:35]2)=[C:27]([F:46])[CH:26]=1, predict the reactants needed to synthesize it. The reactants are: [F:1][C:2]([F:7])([F:6])[C:3]([OH:5])=[O:4].ClC1C=C(C=CC=1Cl)CC1(O)CCNCC1.[Cl:24][C:25]1[CH:45]=[CH:44][C:28]([CH2:29][C:30]2([OH:43])[CH2:35][CH2:34][N:33](C(OC(C)(C)C)=O)[CH2:32][CH2:31]2)=[C:27]([F:46])[CH:26]=1.